From a dataset of CYP2C19 inhibition data for predicting drug metabolism from PubChem BioAssay. Regression/Classification. Given a drug SMILES string, predict its absorption, distribution, metabolism, or excretion properties. Task type varies by dataset: regression for continuous measurements (e.g., permeability, clearance, half-life) or binary classification for categorical outcomes (e.g., BBB penetration, CYP inhibition). Dataset: cyp2c19_veith. (1) The molecule is Cc1cc(NC(=O)c2nn(C)c(C)c2[N+](=O)[O-])no1. The result is 0 (non-inhibitor). (2) The molecule is COc1ccc(S(=O)(=O)N2CCCCCC2)cc1N(C)S(=O)(=O)c1ccc(Cl)cc1. The result is 1 (inhibitor). (3) The molecule is CCCCCC(=O)N1CCCC(c2nc(-c3ccc(OC)cc3)no2)C1. The result is 1 (inhibitor). (4) The molecule is O=C(O)[C@H]1[C@@H]2C=C[C@H](O2)[C@@H]1C(=O)Nc1ncccn1. The result is 0 (non-inhibitor).